From a dataset of Peptide-MHC class I binding affinity with 185,985 pairs from IEDB/IMGT. Regression. Given a peptide amino acid sequence and an MHC pseudo amino acid sequence, predict their binding affinity value. This is MHC class I binding data. The peptide sequence is NANPDCKTI. The MHC is HLA-A01:01 with pseudo-sequence HLA-A01:01. The binding affinity (normalized) is 0.0847.